From a dataset of Forward reaction prediction with 1.9M reactions from USPTO patents (1976-2016). Predict the product of the given reaction. Given the reactants [NH2:1][CH2:2][CH2:3][CH2:4][N:5]1[CH2:9][CH2:8][CH:7]([C:10]#[N:11])[CH2:6]1.BrCCCN1[C:20](=[O:21])[C:19]2=[CH:22][CH:23]=[CH:24][CH:25]=[C:18]2[C:17]1=[O:26].C([O-])([O-])=O.[K+].[K+], predict the reaction product. The product is: [O:21]=[C:20]1[C:19]2[C:18](=[CH:25][CH:24]=[CH:23][CH:22]=2)[C:17](=[O:26])[N:1]1[CH2:2][CH2:3][CH2:4][N:5]1[CH2:9][CH2:8][CH:7]([C:10]#[N:11])[CH2:6]1.